Predict which catalyst facilitates the given reaction. From a dataset of Catalyst prediction with 721,799 reactions and 888 catalyst types from USPTO. Reactant: [CH2:1]([N:8]1[C:17]2[CH2:16][CH2:15][C:14]3([O:21][CH2:20][CH2:19][O:18]3)[CH2:13][C:12]=2[CH2:11][CH:10]([C:22]([OH:24])=[O:23])[CH2:9]1)[C:2]1[CH:7]=[CH:6][CH:5]=[CH:4][CH:3]=1.C(=O)([O-])[O-].[K+].[K+].[CH2:31](Br)[C:32]1[CH:37]=[CH:36][CH:35]=[CH:34][CH:33]=1.CNC. Product: [CH2:1]([N:8]1[C:17]2[CH2:16][CH2:15][C:14]3([O:18][CH2:19][CH2:20][O:21]3)[CH2:13][C:12]=2[CH2:11][CH:10]([C:22]([O:24][CH2:31][C:32]2[CH:37]=[CH:36][CH:35]=[CH:34][CH:33]=2)=[O:23])[CH2:9]1)[C:2]1[CH:3]=[CH:4][CH:5]=[CH:6][CH:7]=1. The catalyst class is: 145.